This data is from Reaction yield outcomes from USPTO patents with 853,638 reactions. The task is: Predict the reaction yield, written as a fraction of the theoretical maximum amount of product (1.0 means a 100% yield; for example, 0.34 means a 34% yield). (1) The reactants are [NH2:1][C:2]1[CH:23]=[CH:22][C:5]([O:6][C:7]2[CH:8]=[CH:9][C:10]3[N:11]([CH:13]=[C:14]([NH:16][C:17]([CH:19]4[CH2:21][CH2:20]4)=[O:18])[N:15]=3)[CH:12]=2)=[CH:4][C:3]=1[F:24].[F:25][C:26]1[CH:31]=[CH:30][C:29]([N:32]2[C:37]([CH3:38])=[CH:36][CH:35]=[C:34]([C:39](O)=[O:40])[C:33]2=[O:42])=[CH:28][CH:27]=1.CN(C(ON1N=NC2C=CC=NC1=2)=[N+](C)C)C.F[P-](F)(F)(F)(F)F.C(N(CC)C(C)C)(C)C.C(=O)([O-])O.[Na+]. The catalyst is CN(C)C(=O)C. The product is [CH:19]1([C:17]([NH:16][C:14]2[N:15]=[C:10]3[CH:9]=[CH:8][C:7]([O:6][C:5]4[CH:22]=[CH:23][C:2]([NH:1][C:39]([C:34]5[C:33](=[O:42])[N:32]([C:29]6[CH:28]=[CH:27][C:26]([F:25])=[CH:31][CH:30]=6)[C:37]([CH3:38])=[CH:36][CH:35]=5)=[O:40])=[C:3]([F:24])[CH:4]=4)=[CH:12][N:11]3[CH:13]=2)=[O:18])[CH2:21][CH2:20]1. The yield is 0.810. (2) The reactants are [C:1](Cl)(=[O:5])[C:2](Cl)=O.[Br:7][C:8]1[CH:13]=[CH:12][C:11]([NH:14][C:15]2[C:20]([C:21]([OH:23])=O)=[CH:19][N:18]3[CH:24]=[CH:25][N:26]=[C:17]3[CH:16]=2)=[C:10]([Cl:27])[CH:9]=1.C1(C[NH:32]O)CC1.CCO[C:37]([CH3:39])=O. The catalyst is C(Cl)Cl.CN(C=O)C. The product is [CH:2]1([CH2:1][O:5][NH:32][C:21]([C:20]2[C:15]([NH:14][C:11]3[CH:12]=[CH:13][C:8]([Br:7])=[CH:9][C:10]=3[Cl:27])=[CH:16][C:17]3[N:18]([CH:24]=[CH:25][N:26]=3)[CH:19]=2)=[O:23])[CH2:39][CH2:37]1. The yield is 0.310. (3) The reactants are [CH:1]1([S:4]([C:7]2[CH:12]=[CH:11][C:10]([CH:13]([C:21]3[NH:25][C:24]([C:26]4[N:31]=[CH:30][C:29]([CH:32]([C:38](OCC)=[O:39])[C:33](OCC)=[O:34])=[CH:28][CH:27]=4)=[CH:23][CH:22]=3)[CH2:14][CH:15]3[CH2:20][CH2:19][O:18][CH2:17][CH2:16]3)=[CH:9][CH:8]=2)(=[O:6])=[O:5])[CH2:3][CH2:2]1.[H-].[Al+3].[Li+].[H-].[H-].[H-]. The catalyst is O1CCCC1. The product is [CH:1]1([S:4]([C:7]2[CH:8]=[CH:9][C:10]([CH:13]([C:21]3[NH:25][C:24]([C:26]4[N:31]=[CH:30][C:29]([CH:32]([CH2:33][OH:34])[CH2:38][OH:39])=[CH:28][CH:27]=4)=[CH:23][CH:22]=3)[CH2:14][CH:15]3[CH2:20][CH2:19][O:18][CH2:17][CH2:16]3)=[CH:11][CH:12]=2)(=[O:6])=[O:5])[CH2:3][CH2:2]1. The yield is 0.150. (4) The reactants are [Br:1][C:2]1[CH:3]=[C:4]([CH:8]=[C:9]([Br:13])[C:10]=1[CH2:11][NH2:12])[C:5](N)=[O:6].[OH-:14].[Na+].Cl. The catalyst is CO. The product is [Br:1][C:2]1[CH:3]=[C:4]([C:5]([OH:14])=[O:6])[CH:8]=[C:9]([Br:13])[C:10]=1[CH2:11][NH2:12]. The yield is 0.870. (5) The reactants are [C:1]([O:5][C:6](=[O:27])[C:7]1[CH:12]=[CH:11][C:10]([CH2:13][NH:14][S:15]([C:18]2[CH:23]=[CH:22][CH:21]=[CH:20][C:19]=2[N+:24]([O-])=O)(=[O:17])=[O:16])=[CH:9][CH:8]=1)([CH3:4])([CH3:3])[CH3:2].[H][H]. The catalyst is O1CCCC1.[Ni]. The product is [C:1]([O:5][C:6](=[O:27])[C:7]1[CH:8]=[CH:9][C:10]([CH2:13][NH:14][S:15]([C:18]2[CH:23]=[CH:22][CH:21]=[CH:20][C:19]=2[NH2:24])(=[O:17])=[O:16])=[CH:11][CH:12]=1)([CH3:4])([CH3:2])[CH3:3]. The yield is 0.920.